Dataset: Forward reaction prediction with 1.9M reactions from USPTO patents (1976-2016). Task: Predict the product of the given reaction. (1) Given the reactants [Cl:1][C:2]1[CH:3]=[CH:4][C:5]([S:8][CH2:9][C:10]([OH:12])=O)=[N:6][CH:7]=1.CN(C(ON1N=NC2C=CC=NC1=2)=[N+](C)C)C.F[P-](F)(F)(F)(F)F.[CH3:37][C:38]1[CH:39]=[CH:40][CH:41]=[C:42]2[C:47]=1[NH:46][CH2:45][CH2:44][CH2:43]2.CCN(C(C)C)C(C)C, predict the reaction product. The product is: [Cl:1][C:2]1[CH:3]=[CH:4][C:5]([S:8][CH2:9][C:10]([N:46]2[C:47]3[C:42](=[CH:41][CH:40]=[CH:39][C:38]=3[CH3:37])[CH2:43][CH2:44][CH2:45]2)=[O:12])=[N:6][CH:7]=1. (2) Given the reactants [NH2:1][C:2]1[CH:7]=[CH:6][N:5]([C@H:8]2[C@:12]([C:14]#[CH:15])([OH:13])[C@H:11]([OH:16])[C@@H:10]([CH2:17][OH:18])[O:9]2)[C:4](=[O:19])[N:3]=1.CN(C1C2C(N(C)C)=CC=CC=2C=CC=1)C.[P:36](Cl)(Cl)(=[O:44])[O:37][C:38]1[CH:43]=[CH:42][CH:41]=[CH:40][CH:39]=1.[NH2:47][C@@H:48]([CH3:55])[C:49]([O:51][CH:52]([CH3:54])[CH3:53])=[O:50].C(N(CC)CC)C, predict the reaction product. The product is: [NH2:1][C:2]1[CH:7]=[CH:6][N:5]([C@@H:8]2[O:9][C@H:10]([CH2:17][O:18][P:36]([NH:47][C@@H:48]([CH3:55])[C:49]([O:51][CH:52]([CH3:54])[CH3:53])=[O:50])([O:37][C:38]3[CH:43]=[CH:42][CH:41]=[CH:40][CH:39]=3)=[O:44])[C@@H:11]([OH:16])[C@@:12]2([C:14]#[CH:15])[OH:13])[C:4](=[O:19])[N:3]=1. (3) Given the reactants [CH2:1]1[CH2:12][CH2:11][CH2:10][CH2:9][CH2:8][CH2:7][CH2:6][CH2:5][CH2:4][CH2:3][CH2:2]1.[OH:13]N1C(=O)C2=CC=CC=C2C1=O.N(OC(C)(C)C)=O.C1(=NO)CCCCCCCCCCC1.N(C1CCCCCCCCCCC1)=O.[N+](C1CCCCCCCCCCC1)([O-])=O, predict the reaction product. The product is: [C:1]1(=[O:13])[CH2:12][CH2:11][CH2:10][CH2:9][CH2:8][CH2:7][CH2:6][CH2:5][CH2:4][CH2:3][CH2:2]1. (4) Given the reactants C(C1N=C(N2CCOCC2)C2N=NN(CC3C=CC=CC=3Cl)C=2N=1)(C)(C)C.[C:28]([C:32]1[N:33]=[C:34](Cl)[C:35]2[N:40]=[N:39][N:38]([CH2:41][C:42]3[CH:47]=[CH:46][CH:45]=[CH:44][C:43]=3[Cl:48])[C:36]=2[N:37]=1)([CH3:31])([CH3:30])[CH3:29].[CH2:50]([N:52]([CH:56]1[CH2:60][CH2:59][NH:58][CH2:57]1)[C:53](=[O:55])[CH3:54])[CH3:51], predict the reaction product. The product is: [C:28]([C:32]1[N:33]=[C:34]([N:58]2[CH2:59][CH2:60][CH:56]([N:52]([CH2:50][CH3:51])[C:53](=[O:55])[CH3:54])[CH2:57]2)[C:35]2[N:40]=[N:39][N:38]([CH2:41][C:42]3[CH:47]=[CH:46][CH:45]=[CH:44][C:43]=3[Cl:48])[C:36]=2[N:37]=1)([CH3:31])([CH3:30])[CH3:29].